From a dataset of Reaction yield outcomes from USPTO patents with 853,638 reactions. Predict the reaction yield, written as a fraction of the theoretical maximum amount of product (1.0 means a 100% yield; for example, 0.34 means a 34% yield). (1) The reactants are [C:9](O[C:9]([O:11][C:12]([CH3:15])([CH3:14])[CH3:13])=[O:10])([O:11][C:12]([CH3:15])([CH3:14])[CH3:13])=[O:10].[CH:16]([C:19]1[CH:24]=[CH:23][C:22]([NH:25][S:26]([C:29]2[CH:30]=[C:31]3[C:36](=[CH:37][CH:38]=2)[O:35][CH:34]([CH2:39][NH:40][CH2:41][C@H:42]([OH:49])[C:43]2[CH:44]=[N:45][CH:46]=[CH:47][CH:48]=2)[CH2:33][CH2:32]3)(=[O:28])=[O:27])=[CH:21][CH:20]=1)([CH3:18])[CH3:17]. The catalyst is O1CCCC1. The product is [C:12]([O:11][C:9](=[O:10])[N:40]([CH2:41][CH:42]([OH:49])[C:43]1[CH:44]=[N:45][CH:46]=[CH:47][CH:48]=1)[CH2:39][C@H:34]1[CH2:33][CH2:32][C:31]2[C:36](=[CH:37][CH:38]=[C:29]([S:26](=[O:28])(=[O:27])[NH:25][C:22]3[CH:21]=[CH:20][C:19]([CH:16]([CH3:18])[CH3:17])=[CH:24][CH:23]=3)[CH:30]=2)[O:35]1)([CH3:13])([CH3:14])[CH3:15]. The yield is 0.430. (2) The reactants are CO[CH:3](OC)[N:4]([CH3:6])[CH3:5].[CH3:9][O:10][C:11]1[CH:21]=[C:20]([O:22][CH3:23])[CH:19]=[CH:18][C:12]=1[CH2:13][NH:14][C:15]([NH2:17])=[S:16]. The catalyst is C(O)C. The product is [CH3:9][O:10][C:11]1[CH:21]=[C:20]([O:22][CH3:23])[CH:19]=[CH:18][C:12]=1[CH2:13][NH:14][C:15]([N:17]=[CH:3][N:4]([CH3:5])[CH3:6])=[S:16]. The yield is 0.850. (3) The reactants are [CH:1](NC(C)C)([CH3:3])[CH3:2].C([Li])CCC.[CH2:13]([O:15][C:16]([CH:18]1[CH2:23][CH2:22][N:21]([C:24]([O:26][C:27]([CH3:30])([CH3:29])[CH3:28])=[O:25])[CH2:20][CH2:19]1)=[O:17])[CH3:14].C(I)C=C. The catalyst is C1COCC1.CCCCCC.CN(P(N(C)C)(N(C)C)=O)C. The product is [CH2:13]([O:15][C:16]([C:18]1([CH2:3][CH:1]=[CH2:2])[CH2:23][CH2:22][N:21]([C:24]([O:26][C:27]([CH3:29])([CH3:28])[CH3:30])=[O:25])[CH2:20][CH2:19]1)=[O:17])[CH3:14]. The yield is 1.00. (4) The reactants are [CH3:1][S:2]([C:5]1[CH:10]=[CH:9][C:8]([N:11]2[CH2:16][CH2:15][NH:14][CH2:13][CH2:12]2)=[CH:7][C:6]=1[NH:17][C:18]1[C:19]2[CH:26]=[CH:25][CH:24]=[CH:23][C:20]=2[S:21][CH:22]=1)(=[O:4])=[O:3].[ClH:27]. The catalyst is ClCCl.C(OCC)C. The product is [ClH:27].[CH3:1][S:2]([C:5]1[CH:10]=[CH:9][C:8]([N:11]2[CH2:16][CH2:15][NH:14][CH2:13][CH2:12]2)=[CH:7][C:6]=1[NH:17][C:18]1[C:19]2[CH:26]=[CH:25][CH:24]=[CH:23][C:20]=2[S:21][CH:22]=1)(=[O:4])=[O:3]. The yield is 0.910. (5) The reactants are C[O:2][C:3]([CH:5]1[CH2:10][CH2:9][CH2:8][CH:7]([C:11]([C:13]2[CH:18]=[CH:17][C:16]([C:19]3[CH:24]=[CH:23][C:22]([NH2:25])=[CH:21][CH:20]=3)=[CH:15][CH:14]=2)=[O:12])[CH2:6]1)=[O:4].Cl[C:27]1[S:28][C:29]2[CH:35]=[C:34]([Cl:36])[CH:33]=[CH:32][C:30]=2[N:31]=1.[OH-].[Na+].Cl. The catalyst is C(O)CCC.Cl.O1CCOCC1.CO. The product is [Cl:36][C:34]1[CH:33]=[CH:32][C:30]2[N:31]=[C:27]([NH:25][C:22]3[CH:21]=[CH:20][C:19]([C:16]4[CH:17]=[CH:18][C:13]([C:11]([C@@H:7]5[CH2:8][CH2:9][CH2:10][C@H:5]([C:3]([OH:4])=[O:2])[CH2:6]5)=[O:12])=[CH:14][CH:15]=4)=[CH:24][CH:23]=3)[S:28][C:29]=2[CH:35]=1. The yield is 0.234.